From a dataset of Catalyst prediction with 721,799 reactions and 888 catalyst types from USPTO. Predict which catalyst facilitates the given reaction. (1) Reactant: [CH3:1][Li].[C:3]1([C:9]2[C:21]3[C:20]4[C:15](=[CH:16][C:17]([C:22]([CH3:25])([CH3:24])[CH3:23])=[CH:18][CH:19]=4)[CH2:14][C:13]=3[CH:12]=[C:11]([C:26]([CH3:29])([CH3:28])[CH3:27])[CH:10]=2)[CH:8]=[CH:7][CH:6]=[CH:5][CH:4]=1.C[C:31]([CH3:37])=[C:32]1[CH:36]=[CH:35][CH:34]=[CH:33]1. Product: [CH:32]1([CH:31]([C:12]2[C:13]3[CH2:14][C:15]4[C:20](=[CH:19][CH:18]=[C:17]([C:22]([CH3:23])([CH3:25])[CH3:24])[CH:16]=4)[C:21]=3[C:9]([C:3]3[CH:4]=[CH:5][CH:6]=[CH:7][CH:8]=3)=[CH:10][C:11]=2[C:26]([CH3:29])([CH3:28])[CH3:27])[CH2:37][CH3:1])[CH:33]=[CH:34][CH:35]=[CH:36]1. The catalyst class is: 1. (2) Reactant: FC(F)(F)C(O)=O.C(OC(=O)[N:14]([CH2:22][CH2:23][C:24]1[CH:29]=[CH:28][C:27]([O:30][C:31]2[CH:36]=[CH:35][C:34]([NH2:37])=[CH:33][CH:32]=2)=[CH:26][CH:25]=1)[CH2:15][C:16]1[CH:21]=[CH:20][CH:19]=[CH:18][CH:17]=1)(C)(C)C. Product: [CH2:15]([NH:14][CH2:22][CH2:23][C:24]1[CH:25]=[CH:26][C:27]([O:30][C:31]2[CH:32]=[CH:33][C:34]([NH2:37])=[CH:35][CH:36]=2)=[CH:28][CH:29]=1)[C:16]1[CH:17]=[CH:18][CH:19]=[CH:20][CH:21]=1. The catalyst class is: 4.